Predict the reaction yield, written as a fraction of the theoretical maximum amount of product (1.0 means a 100% yield; for example, 0.34 means a 34% yield). From a dataset of Reaction yield outcomes from USPTO patents with 853,638 reactions. (1) The reactants are [N+:1]([C:4]1[CH:9]=[CH:8][C:7]([CH:10]([C:13](=O)[CH2:14][CH3:15])[C:11]#[N:12])=[CH:6][CH:5]=1)([O-:3])=[O:2].Cl.[NH2:18][C:19]([NH2:21])=[NH:20].[O-]CC.[K+]. The catalyst is C(OCC)(=O)C.C(O)C. The product is [CH2:14]([C:13]1[N:18]=[C:19]([NH2:21])[N:20]=[C:11]([NH2:12])[C:10]=1[C:7]1[CH:6]=[CH:5][C:4]([N+:1]([O-:3])=[O:2])=[CH:9][CH:8]=1)[CH3:15]. The yield is 0.270. (2) The catalyst is O1CCCC1. The product is [C:1]([O:5][C:6](=[O:21])[CH2:7][N:8]([C:14]([O:16][C:17]([CH3:20])([CH3:19])[CH3:18])=[O:15])[CH2:9][CH:10]([O:13][C:46]1[CH:45]=[CH:44][CH:43]=[C:42]([Cl:41])[CH:47]=1)[CH2:11][CH3:12])([CH3:4])([CH3:2])[CH3:3]. The yield is 0.600. The reactants are [C:1]([O:5][C:6](=[O:21])[CH2:7][N:8]([C:14]([O:16][C:17]([CH3:20])([CH3:19])[CH3:18])=[O:15])[CH2:9][CH:10]([OH:13])[CH2:11][CH3:12])([CH3:4])([CH3:3])[CH3:2].C1(P(C2C=CC=CC=2)C2C=CC=CC=2)C=CC=CC=1.[Cl:41][C:42]1[CH:43]=[C:44](O)[CH:45]=[CH:46][CH:47]=1.N(C(OC(C)C)=O)=NC(OC(C)C)=O. (3) The reactants are [NH2:1][C:2]1[C:12](I)=[CH:11][C:10]([Br:14])=[C:4]2[C:5]([NH:7][C:8](=[O:9])[C:3]=12)=[O:6].[C:15]([O:19][CH3:20])(=[O:18])[CH:16]=[CH2:17].C(N(CC)CC)C.O. The catalyst is C(#N)C.C([O-])(=O)C.[Pd+2].C([O-])(=O)C. The product is [NH2:1][C:2]1[C:12](/[CH:17]=[CH:16]/[C:15]([O:19][CH3:20])=[O:18])=[CH:11][C:10]([Br:14])=[C:4]2[C:5]([NH:7][C:8](=[O:9])[C:3]=12)=[O:6]. The yield is 0.710. (4) The reactants are [F:1][C:2]1[CH:7]=[CH:6][C:5]([C:8]2[NH:12][N:11]=[CH:10][C:9]=2[CH:13]=O)=[CH:4][CH:3]=1.C(O)(=O)[CH2:16][C:17]([OH:19])=[O:18].N1CCCCC1.Cl. The catalyst is O.COCCOCCOC. The product is [F:1][C:2]1[CH:3]=[CH:4][C:5]([C:8]2[NH:12][N:11]=[CH:10][C:9]=2/[CH:13]=[CH:16]/[C:17]([OH:19])=[O:18])=[CH:6][CH:7]=1. The yield is 0.100. (5) The reactants are Br[C:2]1[N:7]=[C:6]([CH2:8][NH:9][C:10](=[O:35])[C:11]2[CH:16]=[CH:15][C:14]([C:17]3[CH:22]=[CH:21][CH:20]=[CH:19][C:18]=3[C:23]#[N:24])=[N:13][C:12]=2[NH:25][CH2:26][CH2:27][C:28]2[CH:33]=[CH:32][CH:31]=[C:30]([F:34])[CH:29]=2)[CH:5]=[CH:4][CH:3]=1.[CH2:36]([NH2:40])[CH2:37][CH2:38][NH2:39]. The catalyst is CN1C(=O)CCC1. The product is [NH2:39][CH2:38][CH2:37][CH2:36][NH:40][C:2]1[N:7]=[C:6]([CH2:8][NH:9][C:10](=[O:35])[C:11]2[CH:16]=[CH:15][C:14]([C:17]3[CH:22]=[CH:21][CH:20]=[CH:19][C:18]=3[C:23]#[N:24])=[N:13][C:12]=2[NH:25][CH2:26][CH2:27][C:28]2[CH:33]=[CH:32][CH:31]=[C:30]([F:34])[CH:29]=2)[CH:5]=[CH:4][CH:3]=1. The yield is 0.560. (6) The reactants are [C:1]([C:5]1[CH:6]=[C:7]2[C:11](=[CH:12][C:13]=1[N+:14]([O-])=O)[NH:10][CH:9]=[CH:8]2)([CH3:4])([CH3:3])[CH3:2]. The product is [C:1]([C:5]1[CH:6]=[C:7]2[C:11](=[CH:12][C:13]=1[NH2:14])[NH:10][CH:9]=[CH:8]2)([CH3:4])([CH3:2])[CH3:3]. The yield is 0.870. The catalyst is CO.[Ni]. (7) The reactants are Br[C:2]1[N:7]2[N:8]=[C:9]([NH2:11])[N:10]=[C:6]2[CH:5]=[CH:4][CH:3]=1.[CH3:12][O:13][CH:14]1[CH2:19][CH2:18][NH:17][CH2:16][CH2:15]1.C(=O)([O-])[O-].[Cs+].[Cs+]. The catalyst is CN(C)C=O.C1C=CC(/C=C/C(/C=C/C2C=CC=CC=2)=O)=CC=1.C1C=CC(/C=C/C(/C=C/C2C=CC=CC=2)=O)=CC=1.C1C=CC(/C=C/C(/C=C/C2C=CC=CC=2)=O)=CC=1.[Pd].[Pd].CC(C1C=C(C(C)C)C(C2C=CC=CC=2P(C2CCCCC2)C2CCCCC2)=C(C(C)C)C=1)C. The product is [CH3:12][O:13][CH:14]1[CH2:19][CH2:18][N:17]([C:2]2[N:7]3[N:8]=[C:9]([NH2:11])[N:10]=[C:6]3[CH:5]=[CH:4][CH:3]=2)[CH2:16][CH2:15]1. The yield is 0.670.